Dataset: Catalyst prediction with 721,799 reactions and 888 catalyst types from USPTO. Task: Predict which catalyst facilitates the given reaction. (1) Reactant: C([O:8][C:9]1[C:14]([CH3:15])=[CH:13][C:12]([C:16]2[O:17][C:18]([C:21]3[CH:26]=[C:25]([CH3:27])[N:24]=[C:23]([NH:28][CH:29]([CH3:31])[CH3:30])[N:22]=3)=[CH:19][N:20]=2)=[CH:11][C:10]=1[CH2:32][CH3:33])C1C=CC=CC=1. The catalyst class is: 358. Product: [CH2:32]([C:10]1[CH:11]=[C:12]([C:16]2[O:17][C:18]([C:21]3[CH:26]=[C:25]([CH3:27])[N:24]=[C:23]([NH:28][CH:29]([CH3:30])[CH3:31])[N:22]=3)=[CH:19][N:20]=2)[CH:13]=[C:14]([CH3:15])[C:9]=1[OH:8])[CH3:33]. (2) Reactant: [C:1]1([C@H:7]([NH:10][C:11]([C:13]2[CH:14]=[C:15]([C:22](O)=[O:23])[N:16]3[CH2:21][CH2:20][O:19][CH2:18][C:17]=23)=[O:12])[CH2:8][CH3:9])[CH:6]=[CH:5][CH:4]=[CH:3][CH:2]=1.Cl.C(N=C=NCCCN(C)C)C.Cl.[CH3:38][O:39][C:40]([C@H:42]1[CH2:46][CH2:45][CH2:44][NH:43]1)=[O:41].C(N(CC)CC)C. Product: [CH3:38][O:39][C:40]([C@H:42]1[CH2:46][CH2:45][CH2:44][N:43]1[C:22]([C:15]1[N:16]2[C:17]([CH2:18][O:19][CH2:20][CH2:21]2)=[C:13]([C:11](=[O:12])[NH:10][C@@H:7]([C:1]2[CH:6]=[CH:5][CH:4]=[CH:3][CH:2]=2)[CH2:8][CH3:9])[CH:14]=1)=[O:23])=[O:41]. The catalyst class is: 204. (3) Reactant: [NH:1]1[C:9]2[C:4](=[CH:5][CH:6]=[CH:7][CH:8]=2)[C:3]2([CH2:13][CH2:12][CH2:11][CH2:10]2)[C:2]1=[O:14].C(N(CC)CC)C.[C:22]([O:26][C:27]([C:29]1([CH2:35][N:36]2[CH2:41][CH2:40][CH:39]([CH2:42][NH2:43])[CH2:38][CH2:37]2)[CH2:34][CH2:33][O:32][CH2:31][CH2:30]1)=[O:28])([CH3:25])([CH3:24])[CH3:23].[C:44]([O-])(O)=[O:45].[Na+]. Product: [O:14]=[C:2]1[C:3]2([CH2:13][CH2:12][CH2:11][CH2:10]2)[C:4]2[C:9](=[CH:8][CH:7]=[CH:6][CH:5]=2)[N:1]1[C:44]([NH:43][CH2:42][CH:39]1[CH2:40][CH2:41][N:36]([CH2:35][C:29]2([C:27]([O:26][C:22]([CH3:25])([CH3:24])[CH3:23])=[O:28])[CH2:34][CH2:33][O:32][CH2:31][CH2:30]2)[CH2:37][CH2:38]1)=[O:45]. The catalyst class is: 2. (4) Product: [CH3:15][NH:16][C:2]1[C:7]([C:8]#[N:9])=[CH:6][N:5]=[CH:4][CH:3]=1. Reactant: Cl[C:2]1[C:7]([C:8]#[N:9])=[CH:6][N:5]=[CH:4][CH:3]=1.C(OCC)C.[CH3:15][NH2:16]. The catalyst class is: 6. (5) Reactant: [CH:1]([C:3]1[C:8]([CH3:9])=[CH:7][C:6]([NH:10][C:11]([CH2:13][CH2:14][CH2:15][CH2:16][N:17]([CH3:44])[C:18]([CH2:20][CH2:21][N:22]2[CH2:27][CH2:26][CH:25]([O:28][C:29](=[O:43])[NH:30][C:31]3[CH:36]=[CH:35][CH:34]=[CH:33][C:32]=3[C:37]3[CH:42]=[CH:41][CH:40]=[CH:39][CH:38]=3)[CH2:24][CH2:23]2)=[O:19])=[O:12])=[C:5]([CH3:45])[CH:4]=1)=O.C(O)(=O)C.[NH2:50][CH2:51][C@@H:52]([C:61]1[CH:70]=[CH:69][C:68]([OH:71])=[C:67]2[C:62]=1[CH:63]=[CH:64][C:65](=[O:72])[NH:66]2)[O:53][Si:54]([C:57]([CH3:60])([CH3:59])[CH3:58])([CH3:56])[CH3:55].C(O[BH-](OC(=O)C)OC(=O)C)(=O)C.[Na+].[OH-].[Na+]. Product: [Si:54]([O:53][C@H:52]([C:61]1[CH:70]=[CH:69][C:68]([OH:71])=[C:67]2[C:62]=1[CH:63]=[CH:64][C:65](=[O:72])[NH:66]2)[CH2:51][NH:50][CH2:1][C:3]1[C:8]([CH3:9])=[CH:7][C:6]([NH:10][C:11]([CH2:13][CH2:14][CH2:15][CH2:16][N:17]([CH3:44])[C:18]([CH2:20][CH2:21][N:22]2[CH2:27][CH2:26][CH:25]([O:28][C:29](=[O:43])[NH:30][C:31]3[CH:36]=[CH:35][CH:34]=[CH:33][C:32]=3[C:37]3[CH:42]=[CH:41][CH:40]=[CH:39][CH:38]=3)[CH2:24][CH2:23]2)=[O:19])=[O:12])=[C:5]([CH3:45])[CH:4]=1)([C:57]([CH3:60])([CH3:59])[CH3:58])([CH3:56])[CH3:55]. The catalyst class is: 61. (6) Reactant: C(OC([N:8]1[CH2:12][CH2:11][CH:10]([OH:13])[CH2:9]1)=O)(C)(C)C.[Br:14][C:15]1[CH:20]=[CH:19][CH:18]=[CH:17][C:16]=1O.C1(P(C2C=CC=CC=2)C2C=CC=CC=2)C=CC=CC=1.N(C(OC(C)C)=O)=NC(OC(C)C)=O. Product: [Br:14][C:15]1[CH:20]=[CH:19][CH:18]=[CH:17][C:16]=1[O:13][CH:10]1[CH2:11][CH2:12][NH:8][CH2:9]1. The catalyst class is: 7. (7) Reactant: [C:1]([OH:7])(=O)[CH2:2][CH2:3][C:4]#[CH:5].[OH:8]N1C(=O)CCC1=O.[NH2:16][C:17]1[CH:22]=[CH:21][C:20]([CH:23](O)[CH3:24])=[CH:19][CH:18]=1.C(N(CC)CC)C. Product: [OH:8][CH2:24][CH2:23][C:20]1[CH:21]=[CH:22][C:17]([NH:16][C:1](=[O:7])[CH2:2][CH2:3][C:4]#[CH:5])=[CH:18][CH:19]=1. The catalyst class is: 120. (8) Reactant: [Cl:1][C:2]1[CH:7]=[CH:6][C:5]([CH:8]([C:20]2[CH:25]=[CH:24][C:23]([Cl:26])=[CH:22][CH:21]=2)[C:9]2[CH:10]=[C:11]3[C:16](=[CH:17][CH:18]=2)[N:15]=[CH:14][N:13]=[C:12]3Cl)=[CH:4][CH:3]=1.[NH2:27][CH:28]1[CH2:33][CH2:32][N:31]([C:34]([O:36][C:37]([CH3:40])([CH3:39])[CH3:38])=[O:35])[CH2:30][CH2:29]1.C(N(CC)CC)C. Product: [Cl:1][C:2]1[CH:7]=[CH:6][C:5]([CH:8]([C:20]2[CH:21]=[CH:22][C:23]([Cl:26])=[CH:24][CH:25]=2)[C:9]2[CH:10]=[C:11]3[C:16](=[CH:17][CH:18]=2)[N:15]=[CH:14][N:13]=[C:12]3[NH:27][CH:28]2[CH2:29][CH2:30][N:31]([C:34]([O:36][C:37]([CH3:40])([CH3:39])[CH3:38])=[O:35])[CH2:32][CH2:33]2)=[CH:4][CH:3]=1. The catalyst class is: 32.